Dataset: HIV replication inhibition screening data with 41,000+ compounds from the AIDS Antiviral Screen. Task: Binary Classification. Given a drug SMILES string, predict its activity (active/inactive) in a high-throughput screening assay against a specified biological target. (1) The drug is Oc1nc(O)c2c(n1)[nH]c1ccccc12. The result is 0 (inactive). (2) The drug is CCN(CC)CCNc1nc(N)c(C#N)c(C#N)c1C#N. The result is 0 (inactive). (3) The compound is COC1=CC2OC3OC(=O)CC3C2C(OCc2ccccc2)=C1. The result is 0 (inactive). (4) The drug is CC1(C)OCC=CCO1. The result is 0 (inactive). (5) The molecule is COc1ccc2nc3ccc(OC)cc3c(S(=O)(=O)Cc3ccc([N+](=O)[O-])cc3)c2c1. The result is 0 (inactive). (6) The compound is CC(=O)N(C(=O)CC(=O)N1N=C(C)C(N=Nc2cccc([N+](=O)[O-])c2)C1=O)c1ccc(Cl)cc1. The result is 0 (inactive). (7) The compound is O=C(C=Cc1ccccc1Br)c1ccccc1. The result is 0 (inactive).